Task: Predict the reaction yield, written as a fraction of the theoretical maximum amount of product (1.0 means a 100% yield; for example, 0.34 means a 34% yield).. Dataset: Reaction yield outcomes from USPTO patents with 853,638 reactions (1) The product is [C:23]([C:19]1[CH:18]([C:26]2[CH:27]=[C:28]([F:34])[C:29]([F:33])=[C:30]([F:32])[CH:31]=2)[N:17]([C:2]([O:4][C:5]2[CH:10]=[CH:9][C:8]([N+:11]([O-:13])=[O:12])=[CH:7][CH:6]=2)=[O:3])[C:16]([O:15][CH3:14])=[N:21][C:20]=1[CH3:22])(=[O:25])[CH3:24]. The yield is 0.920. The reactants are Cl[C:2]([O:4][C:5]1[CH:10]=[CH:9][C:8]([N+:11]([O-:13])=[O:12])=[CH:7][CH:6]=1)=[O:3].[CH3:14][O:15][C:16]1[NH:17][CH:18]([C:26]2[CH:31]=[C:30]([F:32])[C:29]([F:33])=[C:28]([F:34])[CH:27]=2)[C:19]([C:23](=[O:25])[CH3:24])=[C:20]([CH3:22])[N:21]=1.N1C=CC=CC=1. The catalyst is C(Cl)Cl. (2) The reactants are [C:1]1([CH2:7][CH2:8][SH:9])[CH:6]=[CH:5][CH:4]=[CH:3][CH:2]=1.[O-]P(OP(OP([O-])([O-])=O)([O-])=O)(=O)[O-].[K+].[K+].[K+].[K+].[K+].[C:28](=[S:30])=[S:29].Br[C:32]([CH3:37])([CH3:36])[C:33]([OH:35])=[O:34]. The catalyst is CC(C)=O. The product is [C:1]1([CH2:7][CH2:8][S:9][C:28]([S:30][C:32]([CH3:37])([CH3:36])[C:33]([OH:35])=[O:34])=[S:29])[CH:6]=[CH:5][CH:4]=[CH:3][CH:2]=1. The yield is 0.690. (3) The reactants are [OH:1][CH2:2][C:3]1[CH:4]=[C:5]([CH:22]=[C:23]([CH2:25][OH:26])[CH:24]=1)[O:6][CH2:7][CH2:8][CH2:9][N:10]([CH2:18][CH:19]([CH3:21])[CH3:20])[C:11](=[O:17])[O:12][C:13]([CH3:16])([CH3:15])[CH3:14].C1C=C[NH+]=CC=1.[O-][Cr](Cl)(=O)=O. The catalyst is C(Cl)Cl. The product is [CH:25]([C:23]1[CH:22]=[C:5]([CH:4]=[C:3]([CH:2]=[O:1])[CH:24]=1)[O:6][CH2:7][CH2:8][CH2:9][N:10]([CH2:18][CH:19]([CH3:21])[CH3:20])[C:11](=[O:17])[O:12][C:13]([CH3:16])([CH3:15])[CH3:14])=[O:26]. The yield is 0.200. (4) The reactants are C[O:2][C:3]1[C:4](=O)[CH:5]([C:11](=O)[C:12]([O:14][CH2:15][CH3:16])=[O:13])[C:6]([CH3:10])([CH3:9])[CH2:7][CH:8]=1.[CH3:19][NH:20][NH2:21]. The catalyst is C(O)(=O)C.O. The product is [CH3:19][N:20]1[C:4]2[C:3](=[O:2])[CH2:8][CH2:7][C:6]([CH3:10])([CH3:9])[C:5]=2[C:11]([C:12]([O:14][CH2:15][CH3:16])=[O:13])=[N:21]1. The yield is 0.477. (5) The reactants are [OH:1][CH:2]([C:5]1[CH:10]=[C:9]([I:11])[N:8]([CH2:12][C:13]#[C:14][C:15]2[CH:20]=[CH:19][CH:18]=[CH:17][CH:16]=2)[C:7](=[O:21])[C:6]=1[CH3:22])[CH2:3][CH3:4].CCN(CC)CC.Br[Si:31]([CH2:38][CH2:39][C:40]([F:70])([F:69])[C:41]([F:68])([F:67])[C:42]([F:66])([F:65])[C:43]([F:64])([F:63])[C:44]([F:62])([F:61])[C:45]([F:60])([F:59])[C:46]([F:58])([F:57])[C:47]([F:56])([F:55])[C:48]([F:54])([F:53])[C:49]([F:52])([F:51])[F:50])([CH:35]([CH3:37])[CH3:36])[CH:32]([CH3:34])[CH3:33]. The catalyst is C(Cl)Cl.CN(C)C1C=CN=CC=1. The product is [F:70][C:40]([F:69])([C:41]([F:67])([F:68])[C:42]([F:65])([F:66])[C:43]([F:63])([F:64])[C:44]([F:61])([F:62])[C:45]([F:59])([F:60])[C:46]([F:57])([F:58])[C:47]([F:55])([F:56])[C:48]([F:53])([F:54])[C:49]([F:50])([F:52])[F:51])[CH2:39][CH2:38][Si:31]([CH:35]([CH3:37])[CH3:36])([CH:32]([CH3:34])[CH3:33])[O:1][CH:2]([C:5]1[CH:10]=[C:9]([I:11])[N:8]([CH2:12][C:13]#[C:14][C:15]2[CH:16]=[CH:17][CH:18]=[CH:19][CH:20]=2)[C:7](=[O:21])[C:6]=1[CH3:22])[CH2:3][CH3:4]. The yield is 0.750. (6) The yield is 0.640. No catalyst specified. The product is [NH2:1][C:2]1[N:3]=[CH:4][C:5]([C:6]([O:8][CH3:16])=[O:7])=[CH:9][CH:10]=1. The reactants are [NH2:1][C:2]1[CH:10]=[CH:9][C:5]([C:6]([OH:8])=[O:7])=[CH:4][N:3]=1.S(=O)(=O)(O)O.[CH3:16]O. (7) The reactants are [N+:1]([C:4]1[CH:9]=[CH:8][C:7]([C:10]2[S:11][C:12]3[CH:18]=[C:17]([O:19][CH3:20])[CH:16]=[CH:15][C:13]=3[N:14]=2)=[CH:6][C:5]=1[C:21]([F:24])([F:23])[F:22])([O-])=O.O.O.[Sn](Cl)Cl.CCCCCC.CCOC(C)=O. The catalyst is CCO. The product is [NH2:1][C:4]1[CH:9]=[CH:8][C:7]([C:10]2[S:11][C:12]3[CH:18]=[C:17]([O:19][CH3:20])[CH:16]=[CH:15][C:13]=3[N:14]=2)=[CH:6][C:5]=1[C:21]([F:23])([F:24])[F:22]. The yield is 0.910.